Dataset: Forward reaction prediction with 1.9M reactions from USPTO patents (1976-2016). Task: Predict the product of the given reaction. (1) Given the reactants [CH2:1]([O:3][C:4]([C:6]1[NH:7][C:8]2[C:13]([CH:14]=1)=[CH:12][CH:11]=[CH:10][CH:9]=2)=[O:5])[CH3:2].[H-].[Na+].[Cl:17][C:18]1[CH:23]=[CH:22][C:21]([CH2:24][CH2:25]OS(C2C=CC(C)=CC=2)(=O)=O)=[CH:20][CH:19]=1, predict the reaction product. The product is: [CH2:1]([O:3][C:4]([C:6]1[N:7]([CH2:25][CH2:24][C:21]2[CH:22]=[CH:23][C:18]([Cl:17])=[CH:19][CH:20]=2)[C:8]2[C:13]([CH:14]=1)=[CH:12][CH:11]=[CH:10][CH:9]=2)=[O:5])[CH3:2]. (2) Given the reactants [C:1](=O)(OC(Cl)(Cl)Cl)[O:2]C(Cl)(Cl)Cl.[NH2:13][C:14]1[CH:19]=[CH:18][C:17]([F:20])=[CH:16][C:15]=1[NH:21][CH:22]1[CH2:27][CH2:26][N:25]([C:28]2([CH3:40])[CH2:32][CH2:31][N:30]([C:33]([O:35][C:36]([CH3:39])([CH3:38])[CH3:37])=[O:34])[CH2:29]2)[CH2:24][CH2:23]1.C(N(CC)CC)C.O, predict the reaction product. The product is: [F:20][C:17]1[CH:18]=[CH:19][C:14]2[NH:13][C:1](=[O:2])[N:21]([CH:22]3[CH2:23][CH2:24][N:25]([C:28]4([CH3:40])[CH2:32][CH2:31][N:30]([C:33]([O:35][C:36]([CH3:39])([CH3:38])[CH3:37])=[O:34])[CH2:29]4)[CH2:26][CH2:27]3)[C:15]=2[CH:16]=1.